This data is from Full USPTO retrosynthesis dataset with 1.9M reactions from patents (1976-2016). The task is: Predict the reactants needed to synthesize the given product. (1) Given the product [Br:1][C:2]1[CH:3]=[C:4]([CH:8]=[CH:9][CH:10]=1)[C:5]([NH2:7])=[S:20], predict the reactants needed to synthesize it. The reactants are: [Br:1][C:2]1[CH:3]=[C:4]([CH:8]=[CH:9][CH:10]=1)[C:5]([NH2:7])=O.COC1C=CC(P2(SP(C3C=CC(OC)=CC=3)(=S)S2)=[S:20])=CC=1. (2) Given the product [ClH:18].[N:45]12[CH2:50][CH2:49][CH:48]([CH2:47][CH2:46]1)[C@H:43]([NH:42][C:15]([C:11]1[CH:12]=[CH:13][CH:14]=[C:8]3[O:7][C:6]([C:4]4[N:3]=[CH:2][S:1][CH:5]=4)=[N:10][C:9]=13)=[O:17])[CH2:44]2, predict the reactants needed to synthesize it. The reactants are: [S:1]1[CH:5]=[C:4]([C:6]2[O:7][C:8]3[C:9](=[C:11]([C:15]([OH:17])=O)[CH:12]=[CH:13][CH:14]=3)[N:10]=2)[N:3]=[CH:2]1.[ClH:18].C(N=C=NCCCN(C)C)C.ON1C2C=CC=CC=2N=N1.Cl.Cl.[NH2:42][C@H:43]1[CH:48]2[CH2:49][CH2:50][N:45]([CH2:46][CH2:47]2)[CH2:44]1.C(N(CC)CC)C. (3) Given the product [O:1]=[C:2]1[C:8]2[CH:9]=[CH:10][C:11]([C:13]([O:15][CH2:22][CH3:23])=[O:14])=[CH:12][C:7]=2[CH2:6][CH2:5][C:4]2[CH:16]=[CH:17][CH:18]=[CH:19][C:3]1=2, predict the reactants needed to synthesize it. The reactants are: [O:1]=[C:2]1[C:8]2[CH:9]=[CH:10][C:11]([C:13]([OH:15])=[O:14])=[CH:12][C:7]=2[CH2:6][CH2:5][C:4]2[CH:16]=[CH:17][CH:18]=[CH:19][C:3]1=2.C(OCC)(OCC)O[CH2:22][CH3:23].S(=O)(=O)(O)O. (4) Given the product [CH3:14][O:13][C:11]1[CH:10]=[C:9]([CH2:15][CH2:16][C:17]2[CH:18]=[C:19]([NH:22][C:38]([C:35]3[CH:36]=[N:37][C:32]([N:26]4[CH2:27][C@H:28]([CH3:31])[N:29]([CH3:30])[C@H:24]([CH3:23])[CH2:25]4)=[N:33][CH:34]=3)=[O:39])[NH:20][N:21]=2)[CH:8]=[C:7]([O:6][CH3:5])[CH:12]=1, predict the reactants needed to synthesize it. The reactants are: C[Al](C)C.[CH3:5][O:6][C:7]1[CH:8]=[C:9]([CH2:15][CH2:16][C:17]2[CH:18]=[C:19]([NH2:22])[NH:20][N:21]=2)[CH:10]=[C:11]([O:13][CH3:14])[CH:12]=1.[CH3:23][C@H:24]1[N:29]([CH3:30])[C@@H:28]([CH3:31])[CH2:27][N:26]([C:32]2[N:37]=[CH:36][C:35]([C:38](OC)=[O:39])=[CH:34][N:33]=2)[CH2:25]1.Cl. (5) Given the product [CH2:28]([N:25]1[CH2:24][CH2:23][N:22]([C:19]2[N:18]=[CH:17][C:16]([NH:15]/[CH:14]=[C:5]3\[C:6](=[O:13])[NH:7][C:8](=[O:12])[C:9]4[C:4]\3=[CH:3][C:2]([I:1])=[CH:11][CH:10]=4)=[CH:21][CH:20]=2)[CH2:27][CH2:26]1)[CH3:29], predict the reactants needed to synthesize it. The reactants are: [I:1][C:2]1[CH:3]=[C:4]2[C:9](=[CH:10][CH:11]=1)[C:8](=[O:12])[NH:7][C:6](=[O:13])/[C:5]/2=[CH:14]\[NH:15][C:16]1[CH:17]=[N:18][C:19]([N:22]2[CH2:27][CH2:26][NH:25][CH2:24][CH2:23]2)=[CH:20][CH:21]=1.[C:28](O[BH-](OC(=O)C)OC(=O)C)(=O)[CH3:29].[Na+].C(=O)C.C(O)(=O)C.C(=O)(O)[O-].[Na+]. (6) Given the product [CH2:1]([O:8][C:9]([NH:11][C@H:12]([C:24]([NH:29][C@@H:30]([CH2:44][C:45]1[CH:46]=[C:47]([F:52])[CH:48]=[C:49]([F:51])[CH:50]=1)[C@H:31]([OH:43])[CH2:32][NH:33][CH2:34][C:35]1[CH:40]=[CH:39][CH:38]=[C:37]([CH2:41][CH3:42])[CH:36]=1)=[O:26])[CH2:13][S:14]([CH:17]([CH2:18][CH2:19][CH3:20])[CH2:21][CH2:22][CH3:23])(=[O:15])=[O:16])=[O:10])[C:2]1[CH:3]=[CH:4][CH:5]=[CH:6][CH:7]=1, predict the reactants needed to synthesize it. The reactants are: [CH2:1]([O:8][C:9]([NH:11][C@H:12]([C:24]([OH:26])=O)[CH2:13][S:14]([CH:17]([CH2:21][CH2:22][CH3:23])[CH2:18][CH2:19][CH3:20])(=[O:16])=[O:15])=[O:10])[C:2]1[CH:7]=[CH:6][CH:5]=[CH:4][CH:3]=1.Cl.Cl.[NH2:29][C@@H:30]([CH2:44][C:45]1[CH:50]=[C:49]([F:51])[CH:48]=[C:47]([F:52])[CH:46]=1)[C@H:31]([OH:43])[CH2:32][NH:33][CH2:34][C:35]1[CH:40]=[CH:39][CH:38]=[C:37]([CH2:41][CH3:42])[CH:36]=1.CN1CCOCC1.OC1C2N=NNC=2C=CC=1.Cl.CN(C)CCCN=C=NCC.